This data is from Forward reaction prediction with 1.9M reactions from USPTO patents (1976-2016). The task is: Predict the product of the given reaction. (1) The product is: [Cl:1][C:2]1[CH:21]=[CH:20][CH:19]=[CH:18][C:3]=1[O:4][C:5]1[CH:10]=[CH:13][N:12]=[C:11]([NH:28][C:25]2[S:26][CH:27]=[C:23]([CH3:22])[N:24]=2)[CH:6]=1. Given the reactants [Cl:1][C:2]1[CH:21]=[CH:20][CH:19]=[CH:18][C:3]=1[O:4][C:5]1[C:6]([C:11]2(C)CS[C:13](N)=[N:12]2)=NC=C[CH:10]=1.[CH3:22][C:23]1[N:24]=[C:25]([NH2:28])[S:26][CH:27]=1.ClC1C=C(OC2C=CC=CC=2Cl)C=CN=1.P([O-])([O-])([O-])=O.[K+].[K+].[K+].C1(P(C2C=CC=CC=2)C2C3OC4C(=CC=CC=4P(C4C=CC=CC=4)C4C=CC=CC=4)C(C)(C)C=3C=CC=2)C=CC=CC=1, predict the reaction product. (2) Given the reactants [CH3:1][C:2]1[CH:3]=[C:4](OS(C(F)(F)F)(=O)=O)[CH:5]=[C:6]([CH3:8])[CH:7]=1.[Na+].[F:18][C:19]([F:36])([F:35])[C:20]1[CH:25]=[CH:24][C:23]([C:26]2[CH:31]=[CH:30][CH:29]=[C:28]([S:32]([O-:34])=[O:33])[CH:27]=2)=[CH:22][CH:21]=1.CC1(C)C2C(=C(P(C3C=CC=CC=3)C3C=CC=CC=3)C=CC=2)OC2C(P(C3C=CC=CC=3)C3C=CC=CC=3)=CC=CC1=2.C(=O)([O-])[O-].[Cs+].[Cs+], predict the reaction product. The product is: [CH3:8][C:6]1[CH:5]=[C:4]([S:32]([C:28]2[CH:27]=[C:26]([C:23]3[CH:22]=[CH:21][C:20]([C:19]([F:18])([F:35])[F:36])=[CH:25][CH:24]=3)[CH:31]=[CH:30][CH:29]=2)(=[O:34])=[O:33])[CH:3]=[C:2]([CH3:1])[CH:7]=1. (3) Given the reactants [F:1][C:2]1[C:3]([N:8]2[CH:12]=[C:11]([C:13](OC(C)C)=[O:14])[C:10]([CH2:19][O:20][CH:21]([CH3:23])[CH3:22])=[N:9]2)=[N:4][CH:5]=[CH:6][CH:7]=1.[H-].[Al+3].[Li+].[H-].[H-].[H-].O.[OH-].[Na+], predict the reaction product. The product is: [F:1][C:2]1[C:3]([N:8]2[CH:12]=[C:11]([CH2:13][OH:14])[C:10]([CH2:19][O:20][CH:21]([CH3:23])[CH3:22])=[N:9]2)=[N:4][CH:5]=[CH:6][CH:7]=1.